This data is from Forward reaction prediction with 1.9M reactions from USPTO patents (1976-2016). The task is: Predict the product of the given reaction. (1) Given the reactants COC(C1CC(=O)[N:7](C2C=CC(O)=CC=2)[CH2:6]1)=O.FC1C=CC(C)=C(C=1)CBr.C[O:29][C:30]([CH:32]1[CH2:36][C:35](=[O:37])[N:34]([C:38]2[CH:43]=[CH:42][C:41]([O:44][CH2:45][C:46]3[CH:51]=[C:50]([F:52])[CH:49]=[CH:48][C:47]=3[CH3:53])=[CH:40][CH:39]=2)[CH2:33]1)=O, predict the reaction product. The product is: [CH3:6][NH2:7].[CH3:6][NH:7][C:30]([CH:32]1[CH2:36][C:35](=[O:37])[N:34]([C:38]2[CH:43]=[CH:42][C:41]([O:44][CH2:45][C:46]3[CH:51]=[C:50]([F:52])[CH:49]=[CH:48][C:47]=3[CH3:53])=[CH:40][CH:39]=2)[CH2:33]1)=[O:29]. (2) Given the reactants C([O:5][C:6]([CH2:8][CH2:9][CH2:10][O:11][C:12]1[CH:22]=[CH:21][CH:20]=[CH:19][C:13]=1[C:14]([O:16][CH2:17][CH3:18])=[O:15])=[O:7])(C)(C)C.FC(F)(F)C(O)=O.C(OCC)(=O)C, predict the reaction product. The product is: [CH2:17]([O:16][C:14]([C:13]1[CH:19]=[CH:20][CH:21]=[CH:22][C:12]=1[O:11][CH2:10][CH2:9][CH2:8][C:6]([OH:7])=[O:5])=[O:15])[CH3:18]. (3) Given the reactants [CH3:1][C:2]1[CH:7]=[C:6]([O:8][C:9]2[CH:14]=[CH:13][CH:12]=[CH:11][CH:10]=2)[CH:5]=[CH:4][C:3]=1[N+:15]([O-:17])=[O:16].C(O[CH:21](OCC)[N:22]([CH3:24])[CH3:23])C, predict the reaction product. The product is: [CH3:21][N:22]([CH3:24])[CH:23]=[CH:1][C:2]1[CH:7]=[C:6]([O:8][C:9]2[CH:14]=[CH:13][CH:12]=[CH:11][CH:10]=2)[CH:5]=[CH:4][C:3]=1[N+:15]([O-:17])=[O:16]. (4) The product is: [Cl:1][C:2]1[CH:7]=[CH:6][C:5]([O:8][C:13]2[C:18]([C:19]#[N:20])=[CH:17][N:16]=[C:15]3[C:21]4[CH:27]=[CH:26][CH:25]=[CH:24][C:22]=4[S:23][C:14]=23)=[C:4]([F:9])[CH:3]=1. Given the reactants [Cl:1][C:2]1[CH:7]=[CH:6][C:5]([OH:8])=[C:4]([F:9])[CH:3]=1.[OH-].[K+].Cl[C:13]1[C:18]([C:19]#[N:20])=[CH:17][N:16]=[C:15]2[C:21]3[CH:27]=[CH:26][CH:25]=[CH:24][C:22]=3[S:23][C:14]=12, predict the reaction product. (5) Given the reactants NC1C=NN(C[CH2:8][CH2:9][N:10]2[CH2:15][CH2:14][CH2:13][CH:12]([OH:16])[CH2:11]2)C=1.[N+:17]([C:20]1[CH:21]=[N:22][N:23](CCCN2CCCC(O)C2)[CH:24]=1)([O-])=O, predict the reaction product. The product is: [NH2:17][C:20]1[CH:21]=[N:22][N:23]([CH2:8][CH2:9][N:10]2[CH2:15][CH2:14][CH2:13][CH:12]([OH:16])[CH2:11]2)[CH:24]=1.